This data is from CYP3A4 inhibition data for predicting drug metabolism from PubChem BioAssay. The task is: Regression/Classification. Given a drug SMILES string, predict its absorption, distribution, metabolism, or excretion properties. Task type varies by dataset: regression for continuous measurements (e.g., permeability, clearance, half-life) or binary classification for categorical outcomes (e.g., BBB penetration, CYP inhibition). Dataset: cyp3a4_veith. (1) The drug is Cc1ccc(N=C2Sc3nc4cc(C)cc(C)c4cc3CN2CCN2CCOCC2)cc1. The result is 1 (inhibitor). (2) The compound is N[C@@H](Cc1cc(Br)c(O)c(Br)c1)C(=O)O. The result is 0 (non-inhibitor). (3) The molecule is N#Cc1cccc(-c2cncnc2NCc2cccnc2)c1. The result is 1 (inhibitor). (4) The drug is CCCCN1CCC[C@@H]1CNC(=O)c1cc(C#N)c2ccccc2c1OC. The result is 1 (inhibitor). (5) The compound is O=C(N/N=C\c1ccc(-c2ccccc2[N+](=O)[O-])o1)C1COc2cc3ccccc3cc2O1. The result is 1 (inhibitor).